The task is: Predict the product of the given reaction.. This data is from Forward reaction prediction with 1.9M reactions from USPTO patents (1976-2016). (1) The product is: [CH3:36][C:34](=[CH2:35])[C:33]([O:38][CH2:39][CH2:40][NH:41][C:42]([NH:21][C:19]1[N:20]=[C:15]([N:12]2[CH2:11][CH2:10][N:9]([C:7]([C:4]3[CH:5]=[CH:6][C:1]([C:27]4[CH:32]=[CH:31][CH:30]=[CH:29][CH:28]=4)=[CH:2][CH:3]=3)=[O:8])[CH2:14][CH2:13]2)[C:16]2[CH:24]=[C:23]([CH2:25][CH3:26])[S:22][C:17]=2[N:18]=1)=[O:43])=[O:37]. Given the reactants [C:1]1([C:27]2[CH:32]=[CH:31][CH:30]=[CH:29][CH:28]=2)[CH:6]=[CH:5][C:4]([C:7]([N:9]2[CH2:14][CH2:13][N:12]([C:15]3[C:16]4[CH:24]=[C:23]([CH2:25][CH3:26])[S:22][C:17]=4[N:18]=[C:19]([NH2:21])[N:20]=3)[CH2:11][CH2:10]2)=[O:8])=[CH:3][CH:2]=1.[C:33]([O:38][CH2:39][CH2:40][N:41]=[C:42]=[O:43])(=[O:37])[C:34]([CH3:36])=[CH2:35], predict the reaction product. (2) The product is: [NH2:24][C:19]1[N:20]=[C:21]([N:12]2[CH2:13][CH2:14][CH2:15][C@H:10]([C:8]([NH:7][C:1]3[CH:2]=[CH:3][CH:4]=[CH:5][CH:6]=3)=[O:9])[CH2:11]2)[CH:22]=[C:17]([Cl:16])[N:18]=1. Given the reactants [C:1]1([NH:7][C:8]([C@H:10]2[CH2:15][CH2:14][CH2:13][NH:12][CH2:11]2)=[O:9])[CH:6]=[CH:5][CH:4]=[CH:3][CH:2]=1.[Cl:16][C:17]1[CH:22]=[C:21](Cl)[N:20]=[C:19]([NH2:24])[N:18]=1.C(N(CC)CC)C, predict the reaction product. (3) Given the reactants Br[C:2]1[CH:3]=[C:4]2[C:8](=[CH:9][CH:10]=1)[C:7](=[O:11])[CH2:6][CH2:5]2.[S:12]1[CH:16]=[CH:15][CH:14]=[C:13]1B(O)O.C(O)C.C(=O)([O-])[O-].[Na+].[Na+], predict the reaction product. The product is: [S:12]1[CH:16]=[CH:15][CH:14]=[C:13]1[C:2]1[CH:3]=[C:4]2[C:8](=[CH:9][CH:10]=1)[C:7](=[O:11])[CH2:6][CH2:5]2. (4) Given the reactants C(OC([N:8]1[CH2:20][C@@H:19]([CH3:21])[N:18]2[C@H:10]([CH2:11][C:12]3[C:17]2=[N:16][C:15]([CH:22](C(C)(C)C(C)C)O[SiH](C)C)=[C:14]([CH:33]=[O:34])[CH:13]=3)[CH2:9]1)=O)(C)(C)C.[F-].[NH4+], predict the reaction product. The product is: [NH3:8].[CH3:21][C@@H:19]1[CH2:20][NH:8][CH2:9][C@@H:10]2[N:18]1[C:17]1[N:16]=[C:15]3[CH2:22][O:34][CH2:33][C:14]3=[CH:13][C:12]=1[CH2:11]2.